The task is: Regression. Given two drug SMILES strings and cell line genomic features, predict the synergy score measuring deviation from expected non-interaction effect.. This data is from NCI-60 drug combinations with 297,098 pairs across 59 cell lines. (1) Drug 1: CS(=O)(=O)C1=CC(=C(C=C1)C(=O)NC2=CC(=C(C=C2)Cl)C3=CC=CC=N3)Cl. Drug 2: CC1=C2C(C(=O)C3(C(CC4C(C3C(C(C2(C)C)(CC1OC(=O)C(C(C5=CC=CC=C5)NC(=O)OC(C)(C)C)O)O)OC(=O)C6=CC=CC=C6)(CO4)OC(=O)C)O)C)O. Cell line: PC-3. Synergy scores: CSS=41.8, Synergy_ZIP=17.7, Synergy_Bliss=16.5, Synergy_Loewe=-5.89, Synergy_HSA=15.8. (2) Cell line: HOP-62. Synergy scores: CSS=-1.06, Synergy_ZIP=3.20, Synergy_Bliss=3.99, Synergy_Loewe=2.43, Synergy_HSA=0.502. Drug 1: COC1=NC(=NC2=C1N=CN2C3C(C(C(O3)CO)O)O)N. Drug 2: C1C(C(OC1N2C=NC3=C2NC=NCC3O)CO)O. (3) Drug 1: CC12CCC3C(C1CCC2=O)CC(=C)C4=CC(=O)C=CC34C. Drug 2: CC(C)(C#N)C1=CC(=CC(=C1)CN2C=NC=N2)C(C)(C)C#N. Cell line: IGROV1. Synergy scores: CSS=8.02, Synergy_ZIP=-2.28, Synergy_Bliss=-4.48, Synergy_Loewe=-3.97, Synergy_HSA=-3.80. (4) Drug 1: C1=CN(C(=O)N=C1N)C2C(C(C(O2)CO)O)O.Cl. Drug 2: CN1C(=O)N2C=NC(=C2N=N1)C(=O)N. Cell line: HCT116. Synergy scores: CSS=53.2, Synergy_ZIP=11.8, Synergy_Bliss=16.1, Synergy_Loewe=-27.7, Synergy_HSA=3.55. (5) Drug 1: CCC1(CC2CC(C3=C(CCN(C2)C1)C4=CC=CC=C4N3)(C5=C(C=C6C(=C5)C78CCN9C7C(C=CC9)(C(C(C8N6C)(C(=O)OC)O)OC(=O)C)CC)OC)C(=O)OC)O.OS(=O)(=O)O. Drug 2: CC1=C(C=C(C=C1)C(=O)NC2=CC(=CC(=C2)C(F)(F)F)N3C=C(N=C3)C)NC4=NC=CC(=N4)C5=CN=CC=C5. Cell line: BT-549. Synergy scores: CSS=1.19, Synergy_ZIP=5.57, Synergy_Bliss=4.91, Synergy_Loewe=4.25, Synergy_HSA=-0.467.